This data is from Forward reaction prediction with 1.9M reactions from USPTO patents (1976-2016). The task is: Predict the product of the given reaction. (1) Given the reactants [F:1][C:2]1[CH:7]=[CH:6][C:5]([N:8]2[C:12]([C:13]([OH:15])=[O:14])=[CH:11][N:10]=[C:9]2[S:16]([CH2:18][C:19]2[C:24](F)=[CH:23][CH:22]=[C:21]([F:26])[C:20]=2F)=[O:17])=[CH:4][CH:3]=1.Cl[C:29]1C=CC=C(F)[C:30]=1CCSC1N(C2C=CC(F)=CC=2)C(C(OCC)=O)=CN=1.C1C=C(Cl)C=C(C(OO)=[O:64])C=1.[CH2:67]([Cl:69])Cl, predict the reaction product. The product is: [Cl:69][C:67]1[CH:24]=[CH:23][CH:22]=[C:21]([F:26])[C:20]=1[CH2:19][CH2:18][S:16]([C:9]1[N:8]([C:5]2[CH:6]=[CH:7][C:2]([F:1])=[CH:3][CH:4]=2)[C:12]([C:13]([O:15][CH2:29][CH3:30])=[O:14])=[CH:11][N:10]=1)(=[O:17])=[O:64]. (2) The product is: [CH3:20][O:19][C:17]1[C:16]([O:21][CH3:22])=[CH:15][C:14]2[N:10]([C:8]3[S:9][C:5]([C:3]([OH:2])=[O:4])=[C:6]([C:30]4[CH:29]=[CH:28][CH:27]=[C:26]([CH:24]=[CH2:25])[CH:31]=4)[N:7]=3)[CH:11]=[N:12][C:13]=2[CH:18]=1. Given the reactants C[O:2][C:3]([C:5]1[S:9][C:8]([N:10]2[C:14]3[CH:15]=[C:16]([O:21][CH3:22])[C:17]([O:19][CH3:20])=[CH:18][C:13]=3[N:12]=[CH:11]2)=[N:7][C:6]=1Br)=[O:4].[CH:24]([C:26]1[CH:27]=[C:28](B(O)O)[CH:29]=[CH:30][CH:31]=1)=[CH2:25], predict the reaction product.